Dataset: Forward reaction prediction with 1.9M reactions from USPTO patents (1976-2016). Task: Predict the product of the given reaction. (1) Given the reactants [C:1]([O:5][C:6]([NH:8][C@@H:9]1[CH2:11][C@H:10]1[C:12]1[S:16][CH:15]=[C:14]([C:17]([OH:19])=O)[CH:13]=1)=[O:7])([CH3:4])([CH3:3])[CH3:2].Cl.[F:21][C:22]1([F:29])[CH2:27][CH2:26][CH:25]([NH2:28])[CH2:24][CH2:23]1.C(N(CC)CC)C.CN(C(ON1N=NC2C=CC=NC1=2)=[N+](C)C)C.F[P-](F)(F)(F)(F)F, predict the reaction product. The product is: [C:1]([O:5][C:6](=[O:7])[NH:8][C@@H:9]1[CH2:11][C@H:10]1[C:12]1[S:16][CH:15]=[C:14]([C:17](=[O:19])[NH:28][CH:25]2[CH2:26][CH2:27][C:22]([F:29])([F:21])[CH2:23][CH2:24]2)[CH:13]=1)([CH3:2])([CH3:3])[CH3:4]. (2) The product is: [Cl:1][C:2]1[CH:3]=[CH:4][C:5]([C:28]#[N:29])=[C:6]([C:8]2[C:13]([O:14][CH3:15])=[CH:12][N:11]([CH:16]([CH2:20][CH:21]3[CH2:26][CH2:25][CH2:24][CH2:23][O:22]3)[C:17]([NH:43][C:39]3[CH:40]=[CH:31][CH:32]=[CH:33][C:34]=3[C:35]([O:37][CH3:38])=[O:36])=[O:18])[C:10](=[O:27])[CH:9]=2)[CH:7]=1. Given the reactants [Cl:1][C:2]1[CH:3]=[CH:4][C:5]([C:28]#[N:29])=[C:6]([C:8]2[C:13]([O:14][CH3:15])=[CH:12][N:11]([CH:16]([CH2:20][CH:21]3[CH2:26][CH2:25][CH2:24][CH2:23][O:22]3)[C:17](O)=[O:18])[C:10](=[O:27])[CH:9]=2)[CH:7]=1.N[C:31]1[CH:40]=[CH:39][C:34]([C:35]([O:37][CH3:38])=[O:36])=[CH:33][CH:32]=1.CC(C)[N:43]=C=NC(C)C, predict the reaction product. (3) Given the reactants [CH:1]1[C:13]2[CH:12]([CH2:14][O:15][C:16]([N:18]3[CH2:23][C@@H:22]([C:24](=[O:47])[NH:25][CH2:26][C:27]4([CH2:41][CH2:42][CH2:43][CH2:44][O:45][CH3:46])[C:40]5[CH:39]=[CH:38][CH:37]=[CH:36][C:35]=5[O:34][C:33]5[C:28]4=[CH:29][CH:30]=[CH:31][CH:32]=5)[CH2:21][C@@H:20]([NH2:48])[CH2:19]3)=[O:17])[C:11]3[C:6](=[CH:7][CH:8]=[CH:9][CH:10]=3)[C:5]=2[CH:4]=[CH:3][CH:2]=1.[CH:49]1([S:52](Cl)(=[O:54])=[O:53])[CH2:51][CH2:50]1, predict the reaction product. The product is: [CH:1]1[C:13]2[CH:12]([CH2:14][O:15][C:16]([N:18]3[CH2:23][C@@H:22]([C:24](=[O:47])[NH:25][CH2:26][C:27]4([CH2:41][CH2:42][CH2:43][CH2:44][O:45][CH3:46])[C:40]5[CH:39]=[CH:38][CH:37]=[CH:36][C:35]=5[O:34][C:33]5[C:28]4=[CH:29][CH:30]=[CH:31][CH:32]=5)[CH2:21][C@@H:20]([NH:48][S:52]([CH:49]4[CH2:51][CH2:50]4)(=[O:54])=[O:53])[CH2:19]3)=[O:17])[C:11]3[C:6](=[CH:7][CH:8]=[CH:9][CH:10]=3)[C:5]=2[CH:4]=[CH:3][CH:2]=1. (4) Given the reactants O1C2C=CC(CNC3C=C(C=CC=3F)C#N)=CC=2OC[CH2:2]1.[NH2:22][C:23]1[CH:24]=[C:25]([CH:28]=[C:29]([Cl:31])[CH:30]=1)[C:26]#[N:27].[F:32][C:33]([F:44])([F:43])[O:34][C:35]1[CH:42]=[CH:41][CH:40]=[CH:39][C:36]=1C=O, predict the reaction product. The product is: [Cl:31][C:29]1[CH:28]=[C:25]([CH:24]=[C:23]([NH:22][CH2:2][C:40]2[CH:39]=[CH:36][C:35]([O:34][C:33]([F:32])([F:43])[F:44])=[CH:42][CH:41]=2)[CH:30]=1)[C:26]#[N:27]. (5) Given the reactants Cl[CH2:2][C:3]([NH:5][C:6]1[C:19]2[C:18](=[O:20])[C:17]3[C:12](=[CH:13][CH:14]=[CH:15][C:16]=3[NH:21][C:22](=[O:25])[CH2:23]Cl)[C:11](=[O:26])[C:10]=2[CH:9]=[CH:8][CH:7]=1)=[O:4].[F:27][C:28]([F:38])([F:37])[C:29]1[CH:30]=[C:31]([CH:34]=[CH:35][CH:36]=1)[CH2:32][NH2:33], predict the reaction product. The product is: [F:27][C:28]([F:37])([F:38])[C:29]1[CH:30]=[C:31]([CH:34]=[CH:35][CH:36]=1)[CH2:32][NH:33][CH2:2][C:3]([NH:5][C:6]1[C:19]2[C:18](=[O:20])[C:17]3[C:12](=[CH:13][CH:14]=[CH:15][C:16]=3[NH:21][C:22](=[O:25])[CH2:23][NH:33][CH2:32][C:31]3[CH:34]=[CH:35][CH:36]=[C:29]([C:28]([F:27])([F:37])[F:38])[CH:30]=3)[C:11](=[O:26])[C:10]=2[CH:9]=[CH:8][CH:7]=1)=[O:4]. (6) Given the reactants [Si:1]([O:8][C:9]1[CH:10]=[N:11][N:12]([CH2:14][C:15]([OH:17])=O)[CH:13]=1)([C:4]([CH3:7])([CH3:6])[CH3:5])([CH3:3])[CH3:2].[NH2:18][C:19]1[CH:29]=[CH:28][C:22]2[N:23]([CH3:27])[CH2:24][CH2:25][O:26][C:21]=2[CH:20]=1, predict the reaction product. The product is: [CH3:27][N:23]1[C:22]2[CH:28]=[CH:29][C:19]([NH:18][C:15](=[O:17])[CH2:14][N:12]3[CH:13]=[C:9]([O:8][Si:1]([C:4]([CH3:5])([CH3:6])[CH3:7])([CH3:2])[CH3:3])[CH:10]=[N:11]3)=[CH:20][C:21]=2[O:26][CH2:25][CH2:24]1. (7) Given the reactants [Cl:1][C:2]1[N:3]=[N:4][C:5]([CH3:9])=[C:6](Cl)[N:7]=1.[CH2:10]([O:17][C:18]1[CH:23]=[CH:22][C:21](B(O)O)=[CH:20][C:19]=1[O:27][CH3:28])[C:11]1[CH:16]=[CH:15][CH:14]=[CH:13][CH:12]=1.P([O-])([O-])([O-])=O.[K+].[K+].[K+], predict the reaction product. The product is: [CH2:10]([O:17][C:18]1[CH:23]=[CH:22][C:21]([C:6]2[N:7]=[C:2]([Cl:1])[N:3]=[N:4][C:5]=2[CH3:9])=[CH:20][C:19]=1[O:27][CH3:28])[C:11]1[CH:12]=[CH:13][CH:14]=[CH:15][CH:16]=1.